This data is from Reaction yield outcomes from USPTO patents with 853,638 reactions. The task is: Predict the reaction yield, written as a fraction of the theoretical maximum amount of product (1.0 means a 100% yield; for example, 0.34 means a 34% yield). (1) The reactants are [Cl:1][C:2]1[CH:32]=[CH:31][CH:30]=[C:29]([Cl:33])[C:3]=1[C:4]([NH:6][C@H:7]([C:26]([OH:28])=[O:27])[CH2:8][C:9]1[CH:14]=[CH:13][C:12]([O:15][CH2:16][CH2:17][CH2:18][NH:19][C:20]2[CH:25]=[CH:24][CH:23]=[CH:22][N:21]=2)=[CH:11][CH:10]=1)=[O:5].O=S(Cl)Cl.C(Cl)Cl.[CH2:41](O)[CH3:42]. No catalyst specified. The product is [Cl:1][C:2]1[CH:32]=[CH:31][CH:30]=[C:29]([Cl:33])[C:3]=1[C:4]([NH:6][C@H:7]([C:26]([O:28][CH2:41][CH3:42])=[O:27])[CH2:8][C:9]1[CH:14]=[CH:13][C:12]([O:15][CH2:16][CH2:17][CH2:18][NH:19][C:20]2[CH:25]=[CH:24][CH:23]=[CH:22][N:21]=2)=[CH:11][CH:10]=1)=[O:5]. The yield is 0.970. (2) The yield is 0.920. The reactants are [OH:1][C:2]1[CH:3]=[C:4]([C:18]([OH:20])=[O:19])[C:5]2[O:9][C:8]([C:10]3[CH:15]=[CH:14][C:13]([OH:16])=[CH:12][CH:11]=3)=[CH:7][C:6]=2[CH:17]=1.Cl.[CH3:22][CH2:23]O. No catalyst specified. The product is [CH2:22]([O:19][C:18]([C:4]1[C:5]2[O:9][C:8]([C:10]3[CH:15]=[CH:14][C:13]([OH:16])=[CH:12][CH:11]=3)=[CH:7][C:6]=2[CH:17]=[C:2]([OH:1])[CH:3]=1)=[O:20])[CH3:23]. (3) The reactants are [CH3:1][O:2][C:3](=[O:15])[CH:4]([NH2:14])[CH2:5][O:6][C:7]1[CH:12]=[CH:11][C:10]([Br:13])=[CH:9][CH:8]=1.[CH3:16][C:17]([O:20][C:21](O[C:21]([O:20][C:17]([CH3:19])([CH3:18])[CH3:16])=[O:22])=[O:22])([CH3:19])[CH3:18].CCN(CC)CC. The catalyst is C(Cl)Cl. The product is [CH3:1][O:2][C:3](=[O:15])[CH:4]([NH:14][C:21]([O:20][C:17]([CH3:19])([CH3:18])[CH3:16])=[O:22])[CH2:5][O:6][C:7]1[CH:12]=[CH:11][C:10]([Br:13])=[CH:9][CH:8]=1. The yield is 0.860. (4) The reactants are Cl[C:2]1[N:7]=[CH:6][CH:5]=[C:4]([Cl:8])[N:3]=1.[F:9][C:10]1[CH:11]=[C:12]([OH:19])[CH:13]=[CH:14][C:15]=1[N+:16]([O-:18])=[O:17].C(N(C(C)C)CC)(C)C. The catalyst is CN1CCCC1=O. The product is [Cl:8][C:4]1[CH:5]=[C:6]([O:19][C:12]2[CH:13]=[CH:14][C:15]([N+:16]([O-:18])=[O:17])=[C:10]([F:9])[CH:11]=2)[N:7]=[CH:2][N:3]=1. The yield is 0.300. (5) The reactants are [F:1][C:2]1[CH:3]=[C:4]([CH:22]=[CH:23][C:24]=1[F:25])[CH2:5][N:6]1[C:10]2=[N:11][C:12]([CH3:21])=[C:13]([C:16](OCC)=[O:17])[C:14]([I:15])=[C:9]2[CH:8]=[CH:7]1.CC(C[AlH]CC(C)C)C.O.[OH-].[Na+].O. The catalyst is C(Cl)Cl. The product is [F:1][C:2]1[CH:3]=[C:4]([CH:22]=[CH:23][C:24]=1[F:25])[CH2:5][N:6]1[C:10]2=[N:11][C:12]([CH3:21])=[C:13]([CH2:16][OH:17])[C:14]([I:15])=[C:9]2[CH:8]=[CH:7]1. The yield is 0.850. (6) The reactants are [O:1]1[C:5]2([CH2:10][CH2:9][C:8]([C:11]3[CH:19]=[CH:18][C:14]([C:15]([OH:17])=[O:16])=[CH:13][CH:12]=3)=[CH:7][CH2:6]2)[O:4][CH2:3][CH2:2]1. The catalyst is CO.[Pd]. The product is [O:1]1[C:5]2([CH2:10][CH2:9][CH:8]([C:11]3[CH:12]=[CH:13][C:14]([C:15]([OH:17])=[O:16])=[CH:18][CH:19]=3)[CH2:7][CH2:6]2)[O:4][CH2:3][CH2:2]1. The yield is 0.970. (7) The reactants are [NH2:1][C:2]1[CH:7]=[CH:6][CH:5]=[C:4]([Br:8])[N:3]=1.Cl[CH:10](Cl)[C:11]([CH2:13]Cl)=O.C(COC)[O:17]C. No catalyst specified. The product is [Br:8][C:4]1[N:3]2[CH:10]=[C:11]([CH:13]=[O:17])[N:1]=[C:2]2[CH:7]=[CH:6][CH:5]=1. The yield is 0.720.